From a dataset of hERG potassium channel inhibition data for cardiac toxicity prediction from Karim et al.. Regression/Classification. Given a drug SMILES string, predict its toxicity properties. Task type varies by dataset: regression for continuous values (e.g., LD50, hERG inhibition percentage) or binary classification for toxic/non-toxic outcomes (e.g., AMES mutagenicity, cardiotoxicity, hepatotoxicity). Dataset: herg_karim. (1) The molecule is CC1CN(C(=O)c2ccccc2)CCN1C(=O)C(=O)c1c[nH]c2cccnc12. The result is 0 (non-blocker). (2) The molecule is CN(C)C(=O)[C@@H](c1ccc(-c2ccc(F)cc2)cc1)[C@H]([NH3+])C(=O)N1CC[C@H](F)C1. The result is 1 (blocker). (3) The molecule is CCC1=C(C)CC(C(=O)NCCc2ccc(S(=O)(=O)NC(=O)NC3CCC(C)CC3)cc2)C1=O. The result is 0 (non-blocker). (4) The drug is Cc1ccc(C(=O)Nc2ccc(CN3CCN(C)CC3)c(C(F)(F)F)c2)cc1C#Cc1cnc2cccnn12. The result is 0 (non-blocker).